Dataset: Reaction yield outcomes from USPTO patents with 853,638 reactions. Task: Predict the reaction yield, written as a fraction of the theoretical maximum amount of product (1.0 means a 100% yield; for example, 0.34 means a 34% yield). (1) The reactants are [CH3:1][C:2]1[CH:3]=[CH:4][C:5]2[O:9][C:8](=[O:10])[NH:7][C:6]=2[CH:11]=1.[C:12](=O)([O-])[O-].[K+].[K+].CI. The catalyst is CN(C=O)C. The product is [CH3:12][N:7]1[C:6]2[CH:11]=[C:2]([CH3:1])[CH:3]=[CH:4][C:5]=2[O:9][C:8]1=[O:10]. The yield is 0.760. (2) The catalyst is O. The yield is 0.500. The reactants are [F:1][C:2]1[CH:30]=[C:29]([N+:31]([O-:33])=[O:32])[CH:28]=[CH:27][C:3]=1[O:4][C:5]1[C:14]2[C:9](=[CH:10][C:11]([O:17][CH2:18][CH:19]3[CH2:26][CH:22]4[CH2:23][NH:24][CH2:25][CH:21]4[CH2:20]3)=[C:12]([O:15][CH3:16])[CH:13]=2)[N:8]=[CH:7][CH:6]=1.[C:34](#N)C.O.C=O.[BH-](OC(C)=O)(OC(C)=O)OC(C)=O.[Na+]. The product is [F:1][C:2]1[CH:30]=[C:29]([N+:31]([O-:33])=[O:32])[CH:28]=[CH:27][C:3]=1[O:4][C:5]1[C:14]2[C:9](=[CH:10][C:11]([O:17][CH2:18][CH:19]3[CH2:26][CH:22]4[CH2:23][N:24]([CH3:34])[CH2:25][CH:21]4[CH2:20]3)=[C:12]([O:15][CH3:16])[CH:13]=2)[N:8]=[CH:7][CH:6]=1. (3) The reactants are Cl[CH2:2][C@@H:3]([C:5]1[CH:6]=[C:7]([NH:11][S:12]([C:15]2[CH:20]=[CH:19][CH:18]=[CH:17][CH:16]=2)(=[O:14])=[O:13])[CH:8]=[CH:9][CH:10]=1)[OH:4].C(=O)([O-])[O-].[K+].[K+]. The catalyst is C(#N)C. The product is [O:4]1[CH2:2][C@H:3]1[C:5]1[CH:6]=[C:7]([NH:11][S:12]([C:15]2[CH:20]=[CH:19][CH:18]=[CH:17][CH:16]=2)(=[O:14])=[O:13])[CH:8]=[CH:9][CH:10]=1. The yield is 0.730. (4) The reactants are [CH3:1][C:2]1([CH3:22])[C:7]2[CH:8]=[C:9]([C:12]3[N:17]=[C:16]([CH2:18][C:19]#[N:20])[CH:15]=[CH:14][CH:13]=3)[CH:10]=[CH:11][C:6]=2[NH:5][C:4](=O)[O:3]1.COC1C=CC(P2(SP(C3C=CC(OC)=CC=3)(=S)S2)=[S:32])=CC=1. The yield is 0.480. No catalyst specified. The product is [CH3:1][C:2]1([CH3:22])[C:7]2[CH:8]=[C:9]([C:12]3[N:17]=[C:16]([CH2:18][C:19]#[N:20])[CH:15]=[CH:14][CH:13]=3)[CH:10]=[CH:11][C:6]=2[NH:5][C:4](=[S:32])[O:3]1. (5) The reactants are [NH2:1][CH2:2][CH2:3][C:4]1[N:5]=[C:6]([NH:9][C:10]([NH:12][C:13]2[CH:18]=[CH:17][C:16]([CH3:19])=[CH:15][C:14]=2[C:20]([CH:22]2[CH2:26][CH2:25][CH2:24][CH2:23]2)=[O:21])=[O:11])[S:7][CH:8]=1.[CH3:27][N:28]([CH2:30][C:31](O)=[O:32])[CH3:29]. No catalyst specified. The product is [CH:22]1([C:20]([C:14]2[CH:15]=[C:16]([CH3:19])[CH:17]=[CH:18][C:13]=2[NH:12][C:10](=[O:11])[NH:9][C:6]2[S:7][CH:8]=[C:4]([CH2:3][CH2:2][NH:1][C:31](=[O:32])[CH2:30][N:28]([CH3:29])[CH3:27])[N:5]=2)=[O:21])[CH2:23][CH2:24][CH2:25][CH2:26]1. The yield is 0.610. (6) The reactants are O[CH2:2][C@H:3]1[O:7][C:6](=[O:8])[N:5]([NH:9][C:10](=[O:16])[O:11][C:12]([CH3:15])([CH3:14])[CH3:13])[CH2:4]1.C(N(CC)CC)C.[CH3:24][S:25](Cl)(=O)=O.C[S-].[Na+]. The catalyst is C(Cl)Cl.CN(C=O)C. The product is [CH3:24][S:25][CH2:2][C@H:3]1[O:7][C:6](=[O:8])[N:5]([NH:9][C:10](=[O:16])[O:11][C:12]([CH3:15])([CH3:14])[CH3:13])[CH2:4]1. The yield is 0.920.